The task is: Predict the reaction yield, written as a fraction of the theoretical maximum amount of product (1.0 means a 100% yield; for example, 0.34 means a 34% yield).. This data is from Reaction yield outcomes from USPTO patents with 853,638 reactions. (1) The reactants are [OH-].[K+].[Br:3][C:4]1[C:12]2[C:7](=[CH:8][CH:9]=[CH:10][CH:11]=2)[NH:6][N:5]=1.Br[CH2:14][C:15]1[CH:20]=[CH:19][C:18]([C:21]([F:24])([F:23])[F:22])=[CH:17][CH:16]=1. The catalyst is CS(C)=O. The product is [Br:3][C:4]1[C:12]2[C:7](=[CH:8][CH:9]=[CH:10][CH:11]=2)[N:6]([CH2:14][C:15]2[CH:16]=[CH:17][C:18]([C:21]([F:22])([F:23])[F:24])=[CH:19][CH:20]=2)[N:5]=1. The yield is 0.870. (2) The catalyst is CCOC(C)=O. The product is [F:23][C:2]([F:1])([F:24])[C:3]1[CH:4]=[C:5]([C:13]2[N:17]=[CH:16][N:15](/[CH:18]=[CH:19]\[C:20]([NH:26][NH:25][C:27]3[CH:36]=[N:35][C:34]4[C:29](=[CH:30][CH:31]=[CH:32][CH:33]=4)[N:28]=3)=[O:22])[N:14]=2)[CH:6]=[C:7]([C:9]([F:10])([F:12])[F:11])[CH:8]=1. The reactants are [F:1][C:2]([F:24])([F:23])[C:3]1[CH:4]=[C:5]([C:13]2[N:17]=[CH:16][N:15](/[CH:18]=[CH:19]\[C:20]([OH:22])=O)[N:14]=2)[CH:6]=[C:7]([C:9]([F:12])([F:11])[F:10])[CH:8]=1.[NH:25]([C:27]1[CH:36]=[N:35][C:34]2[C:29](=[CH:30][CH:31]=[CH:32][CH:33]=2)[N:28]=1)[NH2:26].C(P1(=O)OP(CCC)(=O)OP(CCC)(=O)O1)CC.CCN(C(C)C)C(C)C. The yield is 0.200. (3) The catalyst is C(Cl)Cl.C1CCCCC1. The reactants are Cl[C:2](Cl)(Cl)[C:3](=N)[O:4][CH2:5][C:6]1[CH:11]=[C:10]([F:12])[C:9]([Br:13])=[CH:8][C:7]=1[Cl:14].[C:18]12(O)[CH2:27]C3C[CH:24]([CH2:26][CH:20]([CH2:21]3)[CH2:19]1)[CH2:25]2.FC(F)(F)S(O)(=O)=O. The product is [Br:13][C:9]1[C:10]([F:12])=[CH:11][C:6]([CH2:5][O:4][C:3]23[CH2:27][CH:18]4[CH2:19][CH:20]([CH2:26][CH:24]([CH2:25]4)[CH2:2]2)[CH2:21]3)=[C:7]([Cl:14])[CH:8]=1. The yield is 0.430. (4) The reactants are CO[C:3]([C:5]1[N:6]([CH2:31][CH:32]=O)[CH:7]=[C:8]([C:20](=[O:30])[NH:21][CH2:22][C:23]2[CH:28]=[CH:27][C:26]([F:29])=[CH:25][CH:24]=2)[C:9](=[O:19])[C:10]=1[O:11][CH2:12][C:13]1[CH:18]=[CH:17][CH:16]=[CH:15][CH:14]=1)=[O:4].[NH2:34][C@@H:35]([CH3:45])[CH2:36][CH2:37][NH:38][CH:39]1[CH2:44][CH2:43][S:42][CH2:41][CH2:40]1.C(O)(=O)C. The catalyst is ClCCl. The product is [F:29][C:26]1[CH:25]=[CH:24][C:23]([CH2:22][NH:21][C:20]([C:8]2[C:9](=[O:19])[C:10]([O:11][CH2:12][C:13]3[CH:18]=[CH:17][CH:16]=[CH:15][CH:14]=3)=[C:5]3[C:3](=[O:4])[N:34]4[C@@H:35]([CH3:45])[CH2:36][CH2:37][N:38]([CH:39]5[CH2:44][CH2:43][S:42][CH2:41][CH2:40]5)[C@@H:32]4[CH2:31][N:6]3[CH:7]=2)=[O:30])=[CH:28][CH:27]=1. The yield is 0.490. (5) The reactants are [C:1]([N:4]([CH2:13][CH:14]1[CH2:19][CH2:18][N:17](C(OC(C)(C)C)=O)[CH2:16][CH2:15]1)[CH2:5][C:6]1[CH:11]=[CH:10][C:9]([Cl:12])=[CH:8][CH:7]=1)(=[O:3])[CH3:2].[F:27][C:28]([F:33])([F:32])[C:29]([OH:31])=[O:30]. The catalyst is ClCCl. The product is [F:27][C:28]([F:33])([F:32])[C:29]([OH:31])=[O:30].[C:1]([N:4]([CH2:13][CH:14]1[CH2:19][CH2:18][NH:17][CH2:16][CH2:15]1)[CH2:5][C:6]1[CH:11]=[CH:10][C:9]([Cl:12])=[CH:8][CH:7]=1)(=[O:3])[CH3:2]. The yield is 1.00. (6) The reactants are [C:1]1([CH:7]([C:35]2[CH:40]=[CH:39][CH:38]=[CH:37][CH:36]=2)[CH2:8][NH:9][C:10]2[N:18]=[C:17]([C:19]([O:21]C)=O)[N:16]=[C:15]3[C:11]=2[N:12]=[CH:13][N:14]3[C@H:23]2[C@H:27]([OH:28])[C@H:26]([OH:29])[C@@H:25]([C:30]([NH:32][CH2:33][CH3:34])=[O:31])[O:24]2)[CH:6]=[CH:5][CH:4]=[CH:3][CH:2]=1.[NH2:41][CH2:42][CH2:43][CH2:44][NH2:45]. The catalyst is ClCCl. The product is [NH2:41][CH2:42][CH2:43][CH2:44][NH:45][C:19]([C:17]1[N:16]=[C:15]2[C:11]([N:12]=[CH:13][N:14]2[C@H:23]2[C@H:27]([OH:28])[C@H:26]([OH:29])[C@@H:25]([C:30]([NH:32][CH2:33][CH3:34])=[O:31])[O:24]2)=[C:10]([NH:9][CH2:8][CH:7]([C:35]2[CH:40]=[CH:39][CH:38]=[CH:37][CH:36]=2)[C:1]2[CH:2]=[CH:3][CH:4]=[CH:5][CH:6]=2)[N:18]=1)=[O:21]. The yield is 0.580. (7) The reactants are Br[C:2]1[NH:6][C:5]([C@@H:7]2[CH2:11][CH2:10][CH2:9][N:8]2[C:12](=[O:22])[C@@H:13]([NH:17][C:18](=[O:21])[O:19][CH3:20])[CH:14]([CH3:16])[CH3:15])=[N:4][CH:3]=1.CC1(C)C(C)(C)OB([C:31]2[CH:36]=[C:35]3[CH2:37][O:38][C:39]4[CH:63]=[C:62]5[C:42]([CH:43]=[CH:44][C:45]6[N:49]=[C:48]([CH:50]7[CH2:54][CH2:53][CH2:52][N:51]7[C:55]([O:57][C:58]([CH3:61])([CH3:60])[CH3:59])=[O:56])[NH:47][C:46]=65)=[CH:41][C:40]=4[C:34]3=[CH:33][CH:32]=2)O1.C(=O)([O-])[O-].[K+].[K+]. The catalyst is COCCOC.CN(C)C=O. The product is [CH3:20][O:19][C:18]([NH:17][C@H:13]([C:12]([N:8]1[CH2:9][CH2:10][CH2:11][CH:7]1[C:5]1[NH:6][C:2]([C:31]2[CH:36]=[C:35]3[CH2:37][O:38][C:39]4[CH:63]=[C:62]5[C:42]([CH:43]=[CH:44][C:45]6[N:49]=[C:48]([CH:50]7[CH2:54][CH2:53][CH2:52][N:51]7[C:55]([O:57][C:58]([CH3:59])([CH3:60])[CH3:61])=[O:56])[NH:47][C:46]=65)=[CH:41][C:40]=4[C:34]3=[CH:33][CH:32]=2)=[CH:3][N:4]=1)=[O:22])[CH:14]([CH3:16])[CH3:15])=[O:21]. The yield is 0.590. (8) The reactants are Br[C:2]1[CH:3]=[C:4]2[C:9](=[CH:10][CH:11]=1)[N:8]=[CH:7][C:6]([C:12]([CH:14]1[CH2:16][CH2:15]1)=[O:13])=[C:5]2[NH:17][C:18]1[CH:19]=[N:20][N:21]([CH:23]2[CH2:28][CH2:27][CH2:26][N:25]([CH3:29])[CH2:24]2)[CH:22]=1.[Cl:30][C:31]1[CH:36]=[C:35](B2OC(C)(C)C(C)(C)O2)[CH:34]=[C:33]([F:46])[C:32]=1[OH:47]. No catalyst specified. The product is [Cl:30][C:31]1[CH:36]=[C:35]([C:2]2[CH:3]=[C:4]3[C:9](=[CH:10][CH:11]=2)[N:8]=[CH:7][C:6]([C:12]([CH:14]2[CH2:16][CH2:15]2)=[O:13])=[C:5]3[NH:17][C:18]2[CH:19]=[N:20][N:21]([CH:23]3[CH2:28][CH2:27][CH2:26][N:25]([CH3:29])[CH2:24]3)[CH:22]=2)[CH:34]=[C:33]([F:46])[C:32]=1[OH:47]. The yield is 0.740.